This data is from Forward reaction prediction with 1.9M reactions from USPTO patents (1976-2016). The task is: Predict the product of the given reaction. (1) Given the reactants [C-:1]#[N:2].[K+].Br[CH2:5][C:6](=[N:11][OH:12])[C:7]([F:10])([F:9])[F:8], predict the reaction product. The product is: [F:8][C:7]([F:10])([F:9])[C:6]1[CH:5]=[C:1]([NH2:2])[O:12][N:11]=1. (2) Given the reactants [F:1][C:2]1[CH:3]=[C:4]([N+:9]([O-:11])=[O:10])[CH:5]=[CH:6][C:7]=1F.[OH-].[NH4+:13], predict the reaction product. The product is: [F:1][C:2]1[CH:3]=[C:4]([N+:9]([O-:11])=[O:10])[CH:5]=[CH:6][C:7]=1[NH2:13]. (3) Given the reactants [CH3:1][C:2]1[CH:7]=[CH:6][CH:5]=[C:4]([CH3:8])[C:3]=1[OH:9].[Br:10][C:11]1[CH:16]=[CH:15][C:14]([C:17](O)([CH2:20][CH3:21])[CH2:18][CH3:19])=[CH:13][C:12]=1[CH3:23], predict the reaction product. The product is: [Br:10][C:11]1[CH:16]=[CH:15][C:14]([C:17]([C:6]2[CH:5]=[C:4]([CH3:8])[C:3]([OH:9])=[C:2]([CH3:1])[CH:7]=2)([CH2:20][CH3:21])[CH2:18][CH3:19])=[CH:13][C:12]=1[CH3:23].